From a dataset of NCI-60 drug combinations with 297,098 pairs across 59 cell lines. Regression. Given two drug SMILES strings and cell line genomic features, predict the synergy score measuring deviation from expected non-interaction effect. Drug 1: C(CC(=O)O)C(=O)CN.Cl. Drug 2: CC1C(C(CC(O1)OC2CC(CC3=C2C(=C4C(=C3O)C(=O)C5=C(C4=O)C(=CC=C5)OC)O)(C(=O)CO)O)N)O.Cl. Cell line: SN12C. Synergy scores: CSS=32.8, Synergy_ZIP=-6.11, Synergy_Bliss=-12.0, Synergy_Loewe=-28.5, Synergy_HSA=-10.5.